Dataset: Peptide-MHC class I binding affinity with 185,985 pairs from IEDB/IMGT. Task: Regression. Given a peptide amino acid sequence and an MHC pseudo amino acid sequence, predict their binding affinity value. This is MHC class I binding data. (1) The peptide sequence is GESSPSPTV. The MHC is HLA-B44:02 with pseudo-sequence HLA-B44:02. The binding affinity (normalized) is 0.389. (2) The peptide sequence is LVIGFLFLA. The MHC is HLA-A02:06 with pseudo-sequence HLA-A02:06. The binding affinity (normalized) is 1.00. (3) The peptide sequence is GLRNSLLVA. The MHC is HLA-A30:01 with pseudo-sequence HLA-A30:01. The binding affinity (normalized) is 0.581.